From a dataset of Reaction yield outcomes from USPTO patents with 853,638 reactions. Predict the reaction yield, written as a fraction of the theoretical maximum amount of product (1.0 means a 100% yield; for example, 0.34 means a 34% yield). (1) The product is [NH2:1][C:2]1[N:7]=[C:6]([C:8]([NH:35][C@H:36]([CH:55]([CH3:57])[CH3:56])[C:37]([N:39]2[CH2:44][CH2:43][C@@:42]([C:46]3[CH:47]=[CH:48][C:49]([Cl:52])=[CH:50][CH:51]=3)([OH:45])[C:41]([CH3:53])([CH3:54])[CH2:40]2)=[O:38])=[O:10])[CH:5]=[CH:4][CH:3]=1. The catalyst is CN(C=O)C. The reactants are [NH2:1][C:2]1[N:7]=[C:6]([C:8]([OH:10])=O)[CH:5]=[CH:4][CH:3]=1.C(Cl)CCl.C1C=CC2N(O)N=NC=2C=1.CCN(C(C)C)C(C)C.Cl.[NH2:35][C@H:36]([CH:55]([CH3:57])[CH3:56])[C:37]([N:39]1[CH2:44][CH2:43][C@@:42]([C:46]2[CH:51]=[CH:50][C:49]([Cl:52])=[CH:48][CH:47]=2)([OH:45])[C:41]([CH3:54])([CH3:53])[CH2:40]1)=[O:38]. The yield is 0.780. (2) The reactants are [Br:1][C:2]1[CH:3]=[CH:4][C:5]([F:25])=[C:6]([C:8]([C:16]2[CH:21]=[CH:20][CH:19]=[C:18]([F:22])[C:17]=2[C:23]#[N:24])=[N:9]S(C(C)(C)C)=O)[CH:7]=1.Br[C:27]1[CH:32]=[CH:31][N:30]=[C:29]([CH3:33])[CH:28]=1. No catalyst specified. The product is [Br:1][C:2]1[CH:3]=[CH:4][C:5]([F:25])=[C:6]([C:8]2([C:27]3[CH:32]=[CH:31][N:30]=[C:29]([CH3:33])[CH:28]=3)[C:16]3[C:17](=[C:18]([F:22])[CH:19]=[CH:20][CH:21]=3)[C:23]([NH2:24])=[N:9]2)[CH:7]=1. The yield is 0.150. (3) The reactants are C([O:5][C:6](=[O:31])[CH2:7][N:8]1[C:13]2[CH:14]=[CH:15][CH:16]=[CH:17][C:12]=2[S:11][CH:10]([CH2:18][N:19]([O:22][CH2:23][C:24]2[CH:29]=[CH:28][CH:27]=[CH:26][CH:25]=2)[CH:20]=[O:21])[C:9]1=[O:30])(C)(C)C.C(O)(C(F)(F)F)=O. The yield is 0.500. The product is [CH2:23]([O:22][N:19]([CH2:18][CH:10]1[C:9](=[O:30])[N:8]([CH2:7][C:6]([OH:31])=[O:5])[C:13]2[CH:14]=[CH:15][CH:16]=[CH:17][C:12]=2[S:11]1)[CH:20]=[O:21])[C:24]1[CH:25]=[CH:26][CH:27]=[CH:28][CH:29]=1. The catalyst is C(O)=O. (4) The reactants are [Cl:1][C:2]1[CH:7]=[C:6]([N+:8]([O-:10])=[O:9])[CH:5]=[CH:4][C:3]=1[OH:11].Cl.Cl[CH2:14][C:15]1[CH:20]=[CH:19][CH:18]=[CH:17][N:16]=1.C(=O)([O-])[O-].[Cs+].[Cs+].[I-].[Na+]. The catalyst is C(#N)C. The product is [Cl:1][C:2]1[CH:7]=[C:6]([N+:8]([O-:10])=[O:9])[CH:5]=[CH:4][C:3]=1[O:11][CH2:14][C:15]1[CH:20]=[CH:19][CH:18]=[CH:17][N:16]=1. The yield is 0.520. (5) The reactants are O(S(C(F)(F)F)(=O)=O)S(C(F)(F)F)(=O)=O.[CH2:16]([O:23][N:24]1[C:30](=[O:31])[N:29]2[CH2:32][C@H:25]1[CH2:26][CH2:27][C@H:28]2[C:33]([NH:35][NH:36][C:37](=[O:41])[C:38]([NH2:40])=[O:39])=O)[C:17]1[CH:22]=[CH:21][CH:20]=[CH:19][CH:18]=1.N1C=CC=CC=1. The catalyst is C(Cl)Cl. The product is [CH2:16]([O:23][N:24]1[C:30](=[O:31])[N:29]2[CH2:32][C@H:25]1[CH2:26][CH2:27][C@H:28]2[C:33]1[O:41][C:37]([C:38]([NH2:40])=[O:39])=[N:36][N:35]=1)[C:17]1[CH:22]=[CH:21][CH:20]=[CH:19][CH:18]=1. The yield is 0.470.